This data is from Reaction yield outcomes from USPTO patents with 853,638 reactions. The task is: Predict the reaction yield, written as a fraction of the theoretical maximum amount of product (1.0 means a 100% yield; for example, 0.34 means a 34% yield). (1) The reactants are Br[C:2]1[N:7]2[CH:8]=[N:9][CH:10]=[C:6]2[C:5](=[O:11])[N:4]([CH3:12])[CH:3]=1.[CH3:13][S:14]([C:17]1[CH:18]=[C:19](B(O)O)[CH:20]=[CH:21][CH:22]=1)(=[O:16])=[O:15].C([O-])([O-])=O.[Na+].[Na+]. The catalyst is O1CCOCC1.O.Cl[Pd](Cl)([P](C1C=CC=CC=1)(C1C=CC=CC=1)C1C=CC=CC=1)[P](C1C=CC=CC=1)(C1C=CC=CC=1)C1C=CC=CC=1. The product is [CH3:12][N:4]1[CH:3]=[C:2]([C:21]2[CH:20]=[CH:19][CH:18]=[C:17]([S:14]([CH3:13])(=[O:16])=[O:15])[CH:22]=2)[N:7]2[CH:8]=[N:9][CH:10]=[C:6]2[C:5]1=[O:11]. The yield is 0.200. (2) The reactants are [Cl:1][S:2]([OH:5])(=O)=[O:3].[NH:6]1[C:14]2[C:9](=[CH:10][CH:11]=[CH:12][CH:13]=2)[CH2:8][C:7]1=[O:15]. The catalyst is O. The product is [Cl:1][S:2]([C:11]1[CH:10]=[C:9]2[C:14](=[CH:13][CH:12]=1)[NH:6][C:7](=[O:15])[CH2:8]2)(=[O:5])=[O:3]. The yield is 0.500.